From a dataset of Full USPTO retrosynthesis dataset with 1.9M reactions from patents (1976-2016). Predict the reactants needed to synthesize the given product. (1) Given the product [C:1]([O:5][C:6](=[O:10])[CH2:7][CH2:8][NH:9][CH:41]([C:36]1[CH:35]=[CH:34][C:33]2[C:38](=[CH:39][CH:40]=[C:31]([O:30][CH:27]3[CH2:28][CH2:29][CH:24]([C:20]([CH3:23])([CH3:22])[CH3:21])[CH2:25][CH2:26]3)[CH:32]=2)[CH:37]=1)[C:42]([F:43])([F:44])[F:45])([CH3:4])([CH3:3])[CH3:2], predict the reactants needed to synthesize it. The reactants are: [C:1]([O:5][C:6](=[O:10])[CH2:7][CH2:8][NH2:9])([CH3:4])([CH3:3])[CH3:2].C(N(CC)C(C)C)(C)C.[C:20]([CH:24]1[CH2:29][CH2:28][CH:27]([O:30][C:31]2[CH:32]=[C:33]3[C:38](=[CH:39][CH:40]=2)[CH:37]=[C:36]([C:41](=O)[C:42]([F:45])([F:44])[F:43])[CH:35]=[CH:34]3)[CH2:26][CH2:25]1)([CH3:23])([CH3:22])[CH3:21].C(Cl)Cl.C([BH3-])#N.[Na+]. (2) The reactants are: [Cl:1][C:2]1[CH:7]=[CH:6][C:5]([OH:8])=[C:4]([CH3:9])[CH:3]=1.[H-].[Na+].Cl[C:13]1[CH:18]=[CH:17][C:16]([N+:19]([O-:21])=[O:20])=[CH:15][N:14]=1. Given the product [Cl:1][C:2]1[CH:7]=[CH:6][C:5]([O:8][C:13]2[CH:18]=[CH:17][C:16]([N+:19]([O-:21])=[O:20])=[CH:15][N:14]=2)=[C:4]([CH3:9])[CH:3]=1, predict the reactants needed to synthesize it. (3) Given the product [CH3:20][C:12]1[C:11]([O:10][CH3:9])=[CH:16][CH:15]=[CH:14][C:13]=1[N:17]1[C:18](=[O:19])[NH:7][N:6]=[N:5]1, predict the reactants needed to synthesize it. The reactants are: [Cl-].[Al+3].[Cl-].[Cl-].[N-:5]=[N+:6]=[N-:7].[Na+].[CH3:9][O:10][C:11]1[CH:16]=[CH:15][CH:14]=[C:13]([N:17]=[C:18]=[O:19])[C:12]=1[CH3:20].N([O-])=O.[Na+].Cl. (4) The reactants are: [CH2:1]([N:3]([CH2:38][CH3:39])[CH2:4][CH2:5][CH2:6][NH:7][C:8]1[N:9]=[C:10]([C:27]2[CH:28]=[C:29]([CH:33]=[C:34]([F:37])[C:35]=2[CH3:36])[C:30]([OH:32])=O)[C:11]2[CH:17]=[CH:16][C:15](=[O:18])[N:14]([C:19]3[C:24]([F:25])=[CH:23][CH:22]=[CH:21][C:20]=3[F:26])[C:12]=2[N:13]=1)[CH3:2].CN(C(O[N:48]1N=N[C:50]2[CH:51]=CC=C[C:49]1=2)=[N+](C)C)C.F[P-](F)(F)(F)(F)F.C(N(CC)CC)C.C(N)CC. Given the product [CH2:1]([N:3]([CH2:38][CH3:39])[CH2:4][CH2:5][CH2:6][NH:7][C:8]1[N:9]=[C:10]([C:27]2[CH:28]=[C:29]([CH:33]=[C:34]([F:37])[C:35]=2[CH3:36])[C:30]([NH:48][CH2:49][CH2:50][CH3:51])=[O:32])[C:11]2[CH:17]=[CH:16][C:15](=[O:18])[N:14]([C:19]3[C:20]([F:26])=[CH:21][CH:22]=[CH:23][C:24]=3[F:25])[C:12]=2[N:13]=1)[CH3:2], predict the reactants needed to synthesize it. (5) Given the product [O:16]=[C:17]1[C:25]2([CH2:29][O:28][C:27]3[CH:30]=[C:31]4[C:35](=[CH:36][C:26]2=3)[CH2:34][CH2:33][O:32]4)[C:24]2[C:19](=[CH:20][CH:21]=[CH:22][CH:23]=2)[N:18]1[CH2:37][C:38]1[CH:39]=[CH:40][C:41]([C:42]([NH:7][CH2:6][C:2]2[S:1][CH:5]=[CH:4][CH:3]=2)=[O:43])=[CH:45][CH:46]=1, predict the reactants needed to synthesize it. The reactants are: [S:1]1[CH:5]=[CH:4][CH:3]=[C:2]1[CH2:6][NH2:7].C1(CN)CCCCC1.[O:16]=[C:17]1[C:25]2([CH2:29][O:28][C:27]3[CH:30]=[C:31]4[C:35](=[CH:36][C:26]2=3)[CH2:34][CH2:33][O:32]4)[C:24]2[C:19](=[CH:20][CH:21]=[CH:22][CH:23]=2)[N:18]1[CH2:37][C:38]1[CH:46]=[CH:45][C:41]([C:42](O)=[O:43])=[CH:40][CH:39]=1.O=C1C2(COC3C=C4C(=CC2=3)CCO4)C2C(=CC=CC=2)N1CC1C=C(C=CC=1)C(O)=O. (6) Given the product [C:1]([O:5][C@@H:6]([C:11]1[C:12]([C:22]2[CH:23]=[CH:24][C:25]([Cl:28])=[CH:26][CH:27]=2)=[C:13]2[CH:20]=[CH:19][N:18]([CH3:21])[C:14]2=[N:15][C:16]=1[CH3:17])[C:7]([OH:9])=[O:8])([CH3:4])([CH3:2])[CH3:3], predict the reactants needed to synthesize it. The reactants are: [C:1]([O:5][C@@H:6]([C:11]1[C:12]([C:22]2[CH:27]=[CH:26][C:25]([Cl:28])=[CH:24][CH:23]=2)=[C:13]2[CH:20]=[CH:19][N:18]([CH3:21])[C:14]2=[N:15][C:16]=1[CH3:17])[C:7]([O:9]C)=[O:8])([CH3:4])([CH3:3])[CH3:2].[OH-].[Na+].CO.Cl.